Dataset: Reaction yield outcomes from USPTO patents with 853,638 reactions. Task: Predict the reaction yield, written as a fraction of the theoretical maximum amount of product (1.0 means a 100% yield; for example, 0.34 means a 34% yield). The reactants are [CH:1]([S:4][C:5]1[S:6][CH:7]=[CH:8][N:9]=1)([CH3:3])[CH3:2].[Br:10]N1C(=O)CCC1=O.C(OCC)(=O)C.CCCCCC. The catalyst is CN(C=O)C. The product is [Br:10][C:7]1[S:6][C:5]([S:4][CH:1]([CH3:3])[CH3:2])=[N:9][CH:8]=1. The yield is 1.00.